From a dataset of Catalyst prediction with 721,799 reactions and 888 catalyst types from USPTO. Predict which catalyst facilitates the given reaction. (1) Reactant: [CH2:1]([O:3][C:4]([C:6]1[CH:11]=[CH:10][C:9](=[O:12])[NH:8][CH:7]=1)=[O:5])[CH3:2].[CH3:13][O:14][CH2:15][CH2:16]Br.[OH-].[K+]. Product: [CH2:1]([O:3][C:4]([C:6]1[CH:11]=[CH:10][C:9](=[O:12])[N:8]([CH2:16][CH2:15][O:14][CH3:13])[CH:7]=1)=[O:5])[CH3:2]. The catalyst class is: 8. (2) Reactant: [CH3:1][O:2][C:3](=[O:20])[C:4]1[CH:9]=[C:8]([C:10]#[C:11][Si](C)(C)C)[C:7]([N+:16]([O-:18])=[O:17])=[C:6]([F:19])[CH:5]=1.S(=O)(=O)(O)[OH:22]. Product: [CH3:1][O:2][C:3](=[O:20])[C:4]1[CH:5]=[C:6]([F:19])[C:7]([N+:16]([O-:18])=[O:17])=[C:8]([C:10](=[O:22])[CH3:11])[CH:9]=1. The catalyst class is: 21. (3) Reactant: [CH3:1][O:2][C:3]1[CH:8]=[CH:7][C:6]([NH:9][NH:10]C(OC(C)(C)C)=O)=[CH:5][CH:4]=1.[Cl:18][C:19]1[C:24]([C:25]([N:27]=[C:28]=[O:29])=O)=[C:23]([F:30])[C:22]([CH2:31][NH:32][C:33](=[O:38])[C:34]([CH3:37])([CH3:36])[CH3:35])=[CH:21][CH:20]=1.C(O)(C(F)(F)F)=O. Product: [Cl:18][C:19]1[CH:20]=[CH:21][C:22]([CH2:31][NH:32][C:33](=[O:38])[C:34]([CH3:37])([CH3:36])[CH3:35])=[C:23]([F:30])[C:24]=1[C:25]1[NH:27][C:28](=[O:29])[N:9]([C:6]2[CH:7]=[CH:8][C:3]([O:2][CH3:1])=[CH:4][CH:5]=2)[N:10]=1. The catalyst class is: 2. (4) Product: [S:1]1[CH:5]=[CH:4][CH:3]=[C:2]1[S:6][CH2:8][CH2:9][CH2:10][NH:11][C:12](=[O:14])[CH3:13]. The catalyst class is: 2. Reactant: [S:1]1[CH:5]=[CH:4][CH:3]=[C:2]1[SH:6].Br[CH2:8][CH2:9][CH2:10][NH:11][C:12](=[O:14])[CH3:13].C([O-])([O-])=O.[K+].[K+]. (5) Reactant: Cl.[F:2][C:3]1[CH:22]=[C:21]([N:23]2[CH:27]=[N:26][N:25]=[N:24]2)[CH:20]=[CH:19][C:4]=1[O:5][CH2:6][C:7]1[CH:12]=[CH:11][CH:10]=[C:9]([CH:13]2[CH2:18][CH2:17][NH:16][CH2:15][CH2:14]2)[N:8]=1.ClC1N=[CH:33][CH:32]=[CH:31][N:30]=1.[C:35]([O-])(O)=O.[Na+].C[N:41]([CH3:44])[CH:42]=O. Product: [CH2:33]([C:32]1[CH:42]=[N:41][C:44]([N:16]2[CH2:15][CH2:14][CH:13]([C:9]3[CH:10]=[CH:11][CH:12]=[C:7]([CH2:6][O:5][C:4]4[CH:19]=[CH:20][C:21]([N:23]5[CH:27]=[N:26][N:25]=[N:24]5)=[CH:22][C:3]=4[F:2])[N:8]=3)[CH2:18][CH2:17]2)=[N:30][CH:31]=1)[CH3:35]. The catalyst class is: 6. (6) The catalyst class is: 4. Product: [CH3:1][C:2]1[CH:3]=[C:4]([N:9]2[CH:13]=[CH:12][C:11]([NH:14][C:15]([C:17]3[CH:22]=[C:21]([N:23]4[CH2:24][CH2:25][CH2:26][CH2:27][CH2:28]4)[CH:20]=[CH:19][C:18]=3[NH:29][C:30]([C:32]3[CH:33]=[C:34]([CH:46]=[CH:47][CH:48]=3)[CH2:35][S:36][CH2:37][CH2:38][C:39]([OH:41])=[O:40])=[O:31])=[O:16])=[N:10]2)[CH:5]=[CH:6][C:7]=1[CH3:8]. Reactant: [CH3:1][C:2]1[CH:3]=[C:4]([N:9]2[CH:13]=[CH:12][C:11]([NH:14][C:15]([C:17]3[CH:22]=[C:21]([N:23]4[CH2:28][CH2:27][CH2:26][CH2:25][CH2:24]4)[CH:20]=[CH:19][C:18]=3[NH:29][C:30]([C:32]3[CH:33]=[C:34]([CH:46]=[CH:47][CH:48]=3)[CH2:35][S:36][CH2:37][CH2:38][C:39]([O:41]C(C)(C)C)=[O:40])=[O:31])=[O:16])=[N:10]2)[CH:5]=[CH:6][C:7]=1[CH3:8].FC(F)(F)C(O)=O. (7) Reactant: [H-].[Na+].[CH3:3][N:4]1[C:8]2[CH:9]=[CH:10][S:11][C:7]=2[C:6]([C:12]2[CH:13]=[C:14]([OH:18])[CH:15]=[CH:16][CH:17]=2)=[N:5]1.S(C1C=CC(C)=CC=1)(O[CH2:23][C@@H:24]1[O:26][CH2:25]1)(=O)=O.[Cl-].[NH4+]. Product: [CH3:3][N:4]1[C:8]2[CH:9]=[CH:10][S:11][C:7]=2[C:6]([C:12]2[CH:17]=[CH:16][CH:15]=[C:14]([O:18][CH2:23][C@H:24]3[CH2:25][O:26]3)[CH:13]=2)=[N:5]1. The catalyst class is: 145.